This data is from Forward reaction prediction with 1.9M reactions from USPTO patents (1976-2016). The task is: Predict the product of the given reaction. (1) Given the reactants [CH2:1]([CH:3]([C:6]1[C:7]2[N:8]([C:13](I)=[C:14]([CH3:16])[N:15]=2)[N:9]=[C:10]([CH3:12])[CH:11]=1)[CH2:4][CH3:5])[CH3:2].[S:18]1[CH:22]=[CH:21][N:20]=[CH:19]1.C1(P(C2C=CC=CC=2)C2C=CC=CC=2)C=CC=CC=1.C([O-])([O-])=O.[Cs+].[Cs+].N#N, predict the reaction product. The product is: [CH2:1]([CH:3]([C:6]1[C:7]2[N:8]([C:13]([C:22]3[S:18][CH:19]=[N:20][CH:21]=3)=[C:14]([CH3:16])[N:15]=2)[N:9]=[C:10]([CH3:12])[CH:11]=1)[CH2:4][CH3:5])[CH3:2]. (2) Given the reactants [Cl:1][C:2]1[CH:3]=[C:4]([NH:9][C:10]2[N:15]=[C:14]([NH2:16])[N:13]=[C:12]([C:17]3[N:21]=[C:20]([C:22]4[CH:23]=[N:24][C:25]([O:28][CH2:29][C:30]([F:33])([F:32])[F:31])=[CH:26][CH:27]=4)[O:19][N:18]=3)[N:11]=2)[CH:5]=[CH:6][C:7]=1[F:8].[C:34](=O)([O-])[O-].[K+].[K+].IC.C(=O)([O-])[O-].[Cs+].[Cs+].[H-].[Na+], predict the reaction product. The product is: [Cl:1][C:2]1[CH:3]=[C:4]([N:9]([CH3:34])[C:10]2[N:15]=[C:14]([NH2:16])[N:13]=[C:12]([C:17]3[N:21]=[C:20]([C:22]4[CH:23]=[N:24][C:25]([O:28][CH2:29][C:30]([F:33])([F:31])[F:32])=[CH:26][CH:27]=4)[O:19][N:18]=3)[N:11]=2)[CH:5]=[CH:6][C:7]=1[F:8]. (3) Given the reactants [NH2:1][C:2]1[CH:10]=[CH:9][C:8]([O:11][CH3:12])=[CH:7][C:3]=1[C:4]([OH:6])=O.[CH:13](OC)(OC)OC.C(O)(=O)C.[NH2:24][C:25]1[CH:26]=[C:27]([CH:34]=[CH:35][C:36]=1[CH3:37])[C:28]([NH:30][CH:31]1[CH2:33][CH2:32]1)=[O:29], predict the reaction product. The product is: [CH:31]1([NH:30][C:28](=[O:29])[C:27]2[CH:34]=[CH:35][C:36]([CH3:37])=[C:25]([N:24]3[C:4](=[O:6])[C:3]4[C:2](=[CH:10][CH:9]=[C:8]([O:11][CH3:12])[CH:7]=4)[N:1]=[CH:13]3)[CH:26]=2)[CH2:32][CH2:33]1. (4) Given the reactants [CH3:1][O:2][C:3]1[CH:4]=[C:5]([NH:11][C:12]2[N:17]=[C:16]([N:18]3[C:22]([CH3:23])=[CH:21][C:20]([C:24]([F:27])([F:26])[F:25])=[N:19]3)[C:15]([C:28]3[CH:29]=[C:30]([C:36]([OH:38])=O)[C:31]([O:34][CH3:35])=[N:32][CH:33]=3)=[CH:14][N:13]=2)[CH:6]=[C:7]([O:9][CH3:10])[CH:8]=1.[O:39]=[C:40]1[CH2:44][CH2:43][C:42](=[O:45])[N:41]1[CH2:46][CH2:47][S:48]([NH2:51])(=[O:50])=[O:49].C(N(CC)CC)C.[I-].ClC1C=CC=C[N+]=1C, predict the reaction product. The product is: [CH3:10][O:9][C:7]1[CH:6]=[C:5]([NH:11][C:12]2[N:17]=[C:16]([N:18]3[C:22]([CH3:23])=[CH:21][C:20]([C:24]([F:27])([F:25])[F:26])=[N:19]3)[C:15]([C:28]3[CH:29]=[C:30]([C:36]([NH:51][S:48]([CH2:47][CH2:46][N:41]4[C:42](=[O:45])[CH2:43][CH2:44][C:40]4=[O:39])(=[O:50])=[O:49])=[O:38])[C:31]([O:34][CH3:35])=[N:32][CH:33]=3)=[CH:14][N:13]=2)[CH:4]=[C:3]([O:2][CH3:1])[CH:8]=1. (5) Given the reactants [OH:1][C:2]1([CH:8]([C:23]2[CH:28]=[CH:27][C:26]([OH:29])=[CH:25][CH:24]=2)[CH2:9][N:10]2[CH2:15][CH2:14][N:13]([C:16]([O:18][C:19]([CH3:22])([CH3:21])[CH3:20])=[O:17])[CH2:12][CH2:11]2)[CH2:7][CH2:6][CH2:5][CH2:4][CH2:3]1.[C:30]1(B(O)O)[C:39]2[C:34](=[CH:35][CH:36]=[CH:37][CH:38]=2)[CH:33]=[CH:32][CH:31]=1.C(N(CC)CC)C, predict the reaction product. The product is: [OH:1][C:2]1([CH:8]([C:23]2[CH:24]=[CH:25][C:26]([O:29][C:38]3[C:39]4[C:34](=[CH:33][CH:32]=[CH:31][CH:30]=4)[CH:35]=[CH:36][CH:37]=3)=[CH:27][CH:28]=2)[CH2:9][N:10]2[CH2:11][CH2:12][N:13]([C:16]([O:18][C:19]([CH3:20])([CH3:21])[CH3:22])=[O:17])[CH2:14][CH2:15]2)[CH2:7][CH2:6][CH2:5][CH2:4][CH2:3]1. (6) Given the reactants [OH:1][C:2]1[CH:7]=[C:6]([O:8][C:9]2[CH:14]=[CH:13][C:12]([C:15]([F:18])([F:17])[F:16])=[CH:11][N:10]=2)[CH:5]=[CH:4][C:3]=1[CH2:19][CH2:20][C:21]([O:23][CH2:24][CH3:25])=[O:22].I[CH2:27][CH2:28][CH2:29][CH3:30].C(=O)([O-])[O-].[K+].[K+].O, predict the reaction product. The product is: [CH2:27]([O:1][C:2]1[CH:7]=[C:6]([O:8][C:9]2[CH:14]=[CH:13][C:12]([C:15]([F:18])([F:16])[F:17])=[CH:11][N:10]=2)[CH:5]=[CH:4][C:3]=1[CH2:19][CH2:20][C:21]([O:23][CH2:24][CH3:25])=[O:22])[CH2:28][CH2:29][CH3:30].